This data is from NCI-60 drug combinations with 297,098 pairs across 59 cell lines. The task is: Regression. Given two drug SMILES strings and cell line genomic features, predict the synergy score measuring deviation from expected non-interaction effect. (1) Drug 1: CCCCCOC(=O)NC1=NC(=O)N(C=C1F)C2C(C(C(O2)C)O)O. Drug 2: CC1CCCC2(C(O2)CC(NC(=O)CC(C(C(=O)C(C1O)C)(C)C)O)C(=CC3=CSC(=N3)C)C)C. Cell line: ACHN. Synergy scores: CSS=35.2, Synergy_ZIP=2.34, Synergy_Bliss=0.925, Synergy_Loewe=-8.58, Synergy_HSA=0.741. (2) Drug 1: COC1=CC(=CC(=C1O)OC)C2C3C(COC3=O)C(C4=CC5=C(C=C24)OCO5)OC6C(C(C7C(O6)COC(O7)C8=CC=CS8)O)O. Drug 2: CC1=CC=C(C=C1)C2=CC(=NN2C3=CC=C(C=C3)S(=O)(=O)N)C(F)(F)F. Cell line: NCI-H226. Synergy scores: CSS=26.9, Synergy_ZIP=4.42, Synergy_Bliss=5.17, Synergy_Loewe=-6.43, Synergy_HSA=6.55.